This data is from Full USPTO retrosynthesis dataset with 1.9M reactions from patents (1976-2016). The task is: Predict the reactants needed to synthesize the given product. (1) Given the product [NH2:1][CH:2]([C:10]1[CH:11]=[CH:12][CH:13]=[CH:14][CH:15]=1)[CH:3]1[CH2:4][CH2:5][CH:6]([O:9][C:18]2[CH:19]=[C:20]3[C:25](=[CH:26][C:17]=2[Cl:16])[C:24](=[O:27])[NH:23][CH:22]=[CH:21]3)[CH2:7][CH2:8]1, predict the reactants needed to synthesize it. The reactants are: [NH2:1][CH:2]([C:10]1[CH:15]=[CH:14][CH:13]=[CH:12][CH:11]=1)[CH:3]1[CH2:8][CH2:7][CH:6]([OH:9])[CH2:5][CH2:4]1.[Cl:16][C:17]1[CH:26]=[C:25]2[C:20]([CH:21]=[CH:22][N:23]=[C:24]2[O:27]C)=[CH:19][C:18]=1F.Cl. (2) Given the product [O:15]1[CH:16]=[CH:17][CH:18]=[C:14]1[C:6]1[C:7]([C:8]2[CH:13]=[CH:12][N:11]=[CH:10][CH:9]=2)=[C:2]([O:15][CH2:14][CH2:6][CH3:7])[N:3]=[C:4]([NH2:19])[N:5]=1, predict the reactants needed to synthesize it. The reactants are: Cl[C:2]1[C:7]([C:8]2[CH:13]=[CH:12][N:11]=[CH:10][CH:9]=2)=[C:6]([C:14]2[O:15][CH:16]=[CH:17][CH:18]=2)[N:5]=[C:4]([NH2:19])[N:3]=1. (3) Given the product [Cl:1][C:2]1[CH:3]=[CH:4][C:5]2[N:6]([CH:11]=[CH:10][C:9](=[O:16])[C:8]=2[C:17]2[CH:18]=[C:19]([CH:24]=[CH:25][C:26]=2[O:27][CH3:28])[C:20]([O:22][CH3:23])=[O:21])[N:7]=1, predict the reactants needed to synthesize it. The reactants are: [Cl:1][C:2]1[N:7]=[N:6][C:5]([CH:8]([C:17]2[CH:18]=[C:19]([CH:24]=[CH:25][C:26]=2[O:27][CH3:28])[C:20]([O:22][CH3:23])=[O:21])[C:9](=[O:16])[C:10]#[C:11][Si](C)(C)C)=[CH:4][CH:3]=1.CCCC[N+](CCCC)(CCCC)CCCC.[F-]. (4) Given the product [NH2:1][C:2]1[O:3][CH2:4][C@@:5]2([N:30]=1)[C:6]1[CH:7]=[C:8]([O:25][CH2:26][C:27]([CH3:31])([OH:29])[CH3:28])[CH:9]=[CH:10][C:11]=1[O:12][C:13]1[C:18]2=[CH:17][C:16]([C:19]2[CH:24]=[N:23][CH:22]=[N:21][CH:20]=2)=[CH:15][CH:14]=1, predict the reactants needed to synthesize it. The reactants are: [NH2:1][C:2]1[O:3][CH2:4][C@:5]2([N:30]=1)[C:18]1[CH:17]=[C:16]([C:19]3[CH:20]=[N:21][CH:22]=[N:23][CH:24]=3)[CH:15]=[CH:14][C:13]=1[O:12][C:11]1[C:6]2=[CH:7][C:8]([O:25][CH2:26][C:27](=[O:29])[CH3:28])=[CH:9][CH:10]=1.[CH2:31]1COCC1.C[Mg]Cl. (5) Given the product [CH2:1]([O:3][C:4]([C@@H:6]1[CH2:10][CH2:9][C:8](=[O:11])[N:7]1[C:24]([O:23][C:20]([CH3:22])([CH3:21])[CH3:19])=[O:25])=[O:5])[CH3:2], predict the reactants needed to synthesize it. The reactants are: [CH2:1]([O:3][C:4]([C@@H:6]1[CH2:10][CH2:9][C:8](=[O:11])[NH:7]1)=[O:5])[CH3:2].CCN(CC)CC.[CH3:19][C:20]([O:23][C:24](O[C:24]([O:23][C:20]([CH3:22])([CH3:21])[CH3:19])=[O:25])=[O:25])([CH3:22])[CH3:21]. (6) Given the product [Cl:19][C:14]1[CH:13]=[CH:12][C:11]([N:10]2[C:5](=[O:7])[CH2:4][CH:2]([C:1]([OH:9])=[O:8])[CH2:3]2)=[CH:16][C:15]=1[O:17][CH3:18], predict the reactants needed to synthesize it. The reactants are: [C:1]([OH:9])(=[O:8])[C:2]([CH2:4][C:5]([OH:7])=O)=[CH2:3].[NH2:10][C:11]1[CH:12]=[CH:13][C:14]([Cl:19])=[C:15]([O:17][CH3:18])[CH:16]=1.